Predict which catalyst facilitates the given reaction. From a dataset of Catalyst prediction with 721,799 reactions and 888 catalyst types from USPTO. (1) Reactant: C(O[C:4]([C:6]1[C:7](=[O:22])[S:8][C:9]2[C:14]([C:15]=1[OH:16])=[CH:13][CH:12]=[C:11]([O:17][CH2:18][CH2:19][CH2:20][CH3:21])[CH:10]=2)=[O:5])C.[NH2:23][CH2:24][C:25]([O-:27])=[O:26].[Na+]. Product: [CH2:18]([O:17][C:11]1[CH:10]=[C:9]2[C:14]([C:15]([OH:16])=[C:6]([C:4]([NH:23][CH2:24][C:25]([OH:27])=[O:26])=[O:5])[C:7](=[O:22])[S:8]2)=[CH:13][CH:12]=1)[CH2:19][CH2:20][CH3:21]. The catalyst class is: 141. (2) Reactant: Cl.[CH2:2]([O:9][C:10]([CH:12]1[CH2:17][CH2:16][NH:15][CH2:14][CH2:13]1)=[O:11])[C:3]1[CH:8]=[CH:7][CH:6]=[CH:5][CH:4]=1.C(N(CC)CC)C.[CH3:25][S:26](Cl)(=[O:28])=[O:27]. Product: [CH2:2]([O:9][C:10]([CH:12]1[CH2:17][CH2:16][N:15]([S:26]([CH3:25])(=[O:28])=[O:27])[CH2:14][CH2:13]1)=[O:11])[C:3]1[CH:4]=[CH:5][CH:6]=[CH:7][CH:8]=1. The catalyst class is: 18. (3) Reactant: C(N(C(C)C)CC)(C)C.[F:10][CH:11]([F:39])[C:12]1[N:16]([C:17]2[N:22]=[C:21]([N:23]3[CH2:28][CH2:27][NH:26][CH2:25][CH2:24]3)[CH:20]=[C:19]([N:29]3[CH2:34][CH2:33][O:32][CH2:31][CH2:30]3)[N:18]=2)[C:15]2[CH:35]=[CH:36][CH:37]=[CH:38][C:14]=2[N:13]=1.[CH3:40][N:41]1[CH2:46][CH2:45][N:44]([C:47](Cl)=[O:48])[CH2:43][CH2:42]1. Product: [F:39][CH:11]([F:10])[C:12]1[N:16]([C:17]2[N:22]=[C:21]([N:23]3[CH2:28][CH2:27][N:26]([C:47]([N:44]4[CH2:45][CH2:46][N:41]([CH3:40])[CH2:42][CH2:43]4)=[O:48])[CH2:25][CH2:24]3)[CH:20]=[C:19]([N:29]3[CH2:30][CH2:31][O:32][CH2:33][CH2:34]3)[N:18]=2)[C:15]2[CH:35]=[CH:36][CH:37]=[CH:38][C:14]=2[N:13]=1. The catalyst class is: 2. (4) Reactant: Cl.[CH2:2]([O:4][C:5](=[O:11])[C@@H:6]([NH2:10])[CH2:7][CH2:8][Br:9])[CH3:3].C(N(CC)CC)C.[CH3:19][C:20]([O:23][C:24](O[C:24]([O:23][C:20]([CH3:22])([CH3:21])[CH3:19])=[O:25])=[O:25])([CH3:22])[CH3:21]. Product: [CH2:2]([O:4][C:5](=[O:11])[C@@H:6]([NH:10][C:24]([O:23][C:20]([CH3:22])([CH3:21])[CH3:19])=[O:25])[CH2:7][CH2:8][Br:9])[CH3:3]. The catalyst class is: 12. (5) Reactant: Br[C:2]1[CH:3]=[C:4]2[C:9](=[CH:10][CH:11]=1)[N:8]=[CH:7][CH:6]=[C:5]2[S:12][C:13]1([C:17]([O:19][CH2:20][CH3:21])=[O:18])[CH2:16][CH2:15][CH2:14]1.[F:22][C:23]1[CH:28]=[CH:27][C:26](B(O)O)=[CH:25][CH:24]=1.C(=O)([O-])[O-].[Na+].[Na+].O1CCOCC1. Product: [F:22][C:23]1[CH:28]=[CH:27][C:26]([C:2]2[CH:3]=[C:4]3[C:9](=[CH:10][CH:11]=2)[N:8]=[CH:7][CH:6]=[C:5]3[S:12][C:13]2([C:17]([O:19][CH2:20][CH3:21])=[O:18])[CH2:16][CH2:15][CH2:14]2)=[CH:25][CH:24]=1. The catalyst class is: 263.